From a dataset of Forward reaction prediction with 1.9M reactions from USPTO patents (1976-2016). Predict the product of the given reaction. (1) The product is: [CH3:20][C:19]1[N:22]=[C:12]([C:11]2[CH:10]=[CH:9][C:8]([C:6]([NH:5][CH2:4][CH2:3][C:2]([F:1])([F:18])[F:17])=[O:7])=[CH:16][CH:15]=2)[O:14][N:21]=1. Given the reactants [F:1][C:2]([F:18])([F:17])[CH2:3][CH2:4][NH:5][C:6]([C:8]1[CH:16]=[CH:15][C:11]([C:12]([OH:14])=O)=[CH:10][CH:9]=1)=[O:7].[C:19](=[N:22]O)([NH2:21])[CH3:20].C(P1(=O)OP(CCC)(=O)OP(CCC)(=O)O1)CC.CCN(C(C)C)C(C)C, predict the reaction product. (2) Given the reactants Cl[C:2]1[N:11]=[C:10](Cl)[C:9]2[C:4](=[CH:5][CH:6]=[CH:7][CH:8]=2)[N:3]=1.[NH2:13][CH2:14][C:15]1([NH2:19])[CH2:18][O:17][CH2:16]1.[S:20]1(=[O:32])(=[O:31])[C:26]2[CH:27]=[CH:28][CH:29]=[CH:30][C:25]=2[CH2:24][NH:23][CH2:22][CH2:21]1, predict the reaction product. The product is: [NH2:19][C:15]1([CH2:14][NH:13][C:10]2[C:9]3[C:4](=[CH:5][CH:6]=[CH:7][CH:8]=3)[N:3]=[C:2]([N:23]3[CH2:24][C:25]4[CH:30]=[CH:29][CH:28]=[CH:27][C:26]=4[S:20](=[O:32])(=[O:31])[CH2:21][CH2:22]3)[N:11]=2)[CH2:18][O:17][CH2:16]1. (3) Given the reactants [CH3:1][NH:2][CH3:3].ClCCl.Cl[S:8]([C:11]1[CH:26]=[CH:25][C:14]([CH2:15][C:16]2[CH:21]=[CH:20][C:19]([N+:22]([O-:24])=[O:23])=[CH:18][CH:17]=2)=[CH:13][CH:12]=1)(=[O:10])=[O:9], predict the reaction product. The product is: [CH3:1][N:2]([CH3:3])[S:8]([C:11]1[CH:12]=[CH:13][C:14]([CH2:15][C:16]2[CH:17]=[CH:18][C:19]([N+:22]([O-:24])=[O:23])=[CH:20][CH:21]=2)=[CH:25][CH:26]=1)(=[O:9])=[O:10].